Dataset: Full USPTO retrosynthesis dataset with 1.9M reactions from patents (1976-2016). Task: Predict the reactants needed to synthesize the given product. (1) Given the product [Br:33][C:34]1[CH:39]=[CH:38][CH:37]=[CH:36][C:35]=1[CH2:40][CH2:41][NH:42][C:17]([C:16]1[CH:20]=[CH:21][C:13]([O:12][C:11]2[CH:10]=[C:9]3[C:4]([CH:5]([C:22]([O:24][CH2:25][CH3:26])=[O:23])[CH2:6][CH2:7][O:8]3)=[CH:3][C:2]=2[Cl:1])=[CH:14][CH:15]=1)=[O:19], predict the reactants needed to synthesize it. The reactants are: [Cl:1][C:2]1[CH:3]=[C:4]2[C:9](=[CH:10][C:11]=1[O:12][C:13]1[CH:21]=[CH:20][C:16]([C:17]([OH:19])=O)=[CH:15][CH:14]=1)[O:8][CH2:7][CH2:6][CH:5]2[C:22]([O:24][CH2:25][CH3:26])=[O:23].C(Cl)(=O)C(Cl)=O.[Br:33][C:34]1[CH:39]=[CH:38][CH:37]=[CH:36][C:35]=1[CH2:40][CH2:41][NH2:42].CCN(C(C)C)C(C)C. (2) Given the product [CH3:21][N:22]([CH2:2][C:3]1[O:7][C:6]([C:8]([C:10]2[CH:15]=[CH:14][CH:13]=[CH:12][CH:11]=2)=[O:9])=[N:5][CH:4]=1)[CH3:23], predict the reactants needed to synthesize it. The reactants are: Br[CH2:2][C:3]1[O:7][C:6]([C:8]([C:10]2[CH:15]=[CH:14][CH:13]=[CH:12][CH:11]=2)=[O:9])=[N:5][CH:4]=1.C1COCC1.[CH3:21][NH:22][CH3:23]. (3) Given the product [CH3:14][C:13]1[C:3]2[C:2]([OH:1])=[CH:7][CH:6]=[N:5][C:4]=2[S:11][CH:12]=1, predict the reactants needed to synthesize it. The reactants are: [OH:1][C:2]1[C:7](C(O)=O)=[CH:6][N:5]=[C:4]2[S:11][CH:12]=[C:13]([CH3:14])[C:3]=12.C(Cl)Cl.CO. (4) The reactants are: CN(C)C=O.[O:6]=[C:7]1[CH2:11][N:10]([C:12]([O:14][CH2:15][C:16]2[CH:21]=[CH:20][CH:19]=[CH:18][CH:17]=2)=[O:13])[CH2:9][CH:8]1[C:22]([O:24][CH2:25][CH3:26])=[O:23].[H][H]. Given the product [OH:6][C@H:7]1[CH2:11][N:10]([C:12]([O:14][CH2:15][C:16]2[CH:17]=[CH:18][CH:19]=[CH:20][CH:21]=2)=[O:13])[CH2:9][C@@H:8]1[C:22]([O:24][CH2:25][CH3:26])=[O:23], predict the reactants needed to synthesize it.